From a dataset of Forward reaction prediction with 1.9M reactions from USPTO patents (1976-2016). Predict the product of the given reaction. (1) Given the reactants C([O:4][C:5]1[CH:25]=[CH:24][C:8]([CH2:9][N:10]2[C:14]3=[N:15][C:16]([C:19]([O:21][CH3:22])=[O:20])=[CH:17][CH:18]=[C:13]3[N:12]=[C:11]2[CH3:23])=[C:7]([Cl:26])[CH:6]=1)(=O)C.CO.C(=O)([O-])O.[Na+], predict the reaction product. The product is: [Cl:26][C:7]1[CH:6]=[C:5]([OH:4])[CH:25]=[CH:24][C:8]=1[CH2:9][N:10]1[C:14]2=[N:15][C:16]([C:19]([O:21][CH3:22])=[O:20])=[CH:17][CH:18]=[C:13]2[N:12]=[C:11]1[CH3:23]. (2) Given the reactants Br[C:2]1[N:7]2[CH:8]=[C:9]([CH2:11][CH2:12][C:13]3[CH:22]=[CH:21][C:20]4[C:15](=[CH:16][CH:17]=[CH:18][CH:19]=4)[N:14]=3)[N:10]=[C:6]2[C:5]([N:23]2[CH2:28][CH2:27][O:26][CH2:25][CH2:24]2)=[N:4][CH:3]=1.CC1(C)C(C)(C)CB([C:37]2[CH:56]=[CH:55][C:40]([C:41]([N:43]3[CH2:47][CH2:46][CH2:45][C@H:44]3[C:48]([O:50][C:51]([CH3:54])([CH3:53])[CH3:52])=[O:49])=[O:42])=[CH:39][CH:38]=2)C1, predict the reaction product. The product is: [O:26]1[CH2:27][CH2:28][N:23]([C:5]2[C:6]3[N:7]([CH:8]=[C:9]([CH2:11][CH2:12][C:13]4[CH:22]=[CH:21][C:20]5[C:15](=[CH:16][CH:17]=[CH:18][CH:19]=5)[N:14]=4)[N:10]=3)[C:2]([C:37]3[CH:56]=[CH:55][C:40]([C:41]([N:43]4[CH2:47][CH2:46][CH2:45][C@H:44]4[C:48]([O:50][C:51]([CH3:52])([CH3:54])[CH3:53])=[O:49])=[O:42])=[CH:39][CH:38]=3)=[CH:3][N:4]=2)[CH2:24][CH2:25]1. (3) Given the reactants Br[C:2]1[CH:3]=[N:4][C:5]([O:8][C@H:9]2[CH:14]3[CH2:15][CH2:16][N:11]([CH2:12][CH2:13]3)[CH2:10]2)=[N:6][CH:7]=1.[NH2:17][C:18]1[CH:19]=[C:20](B(O)O)[CH:21]=[CH:22][CH:23]=1, predict the reaction product. The product is: [N:11]12[CH2:16][CH2:15][CH:14]([CH2:13][CH2:12]1)[C@H:9]([O:8][C:5]1[N:4]=[CH:3][C:2]([C:22]3[CH:23]=[C:18]([CH:19]=[CH:20][CH:21]=3)[NH2:17])=[CH:7][N:6]=1)[CH2:10]2. (4) Given the reactants [CH:1]1[CH:10]=[CH:9][C:8]2[CH2:11][CH2:12][N:6]3[C:7]=2[C:2]=1[C@H:3]1[CH2:15][N:14]([C:16](OC(C)(C)C)=O)[CH2:13][C@H:4]1[CH2:5]3.C=O.C(O[BH-](OC(=O)C)OC(=O)C)(=O)C.[Na+].[ClH:39], predict the reaction product. The product is: [ClH:39].[ClH:39].[CH3:16][N:14]1[CH2:15][C@H:3]2[C@H:4]([CH2:5][N:6]3[CH2:12][CH2:11][C:8]4[CH:9]=[CH:10][CH:1]=[C:2]2[C:7]3=4)[CH2:13]1. (5) The product is: [CH3:1][N:2]1[C:6]([CH2:7][NH:8][C:9]([C:11]2[S:15][C:14]([C:16]([NH:21][NH2:22])=[O:18])=[CH:13][CH:12]=2)=[O:10])=[CH:5][CH:4]=[N:3]1. Given the reactants [CH3:1][N:2]1[C:6]([CH2:7][NH:8][C:9]([C:11]2[S:15][C:14]([C:16]([O:18]C)=O)=[CH:13][CH:12]=2)=[O:10])=[CH:5][CH:4]=[N:3]1.O.[NH2:21][NH2:22], predict the reaction product. (6) Given the reactants [CH2:1]([C:3]1[CH:8]=[C:7]([CH3:9])[CH:6]=[C:5]([CH2:10][CH3:11])[C:4]=1B(O)O)[CH3:2].CC1C=CC=CC=1P(C1C=CC=CC=1C)C1C=CC=CC=1C.CCCCCC.[C:43]([O:46][CH2:47][CH3:48])(=[O:45])[CH3:44], predict the reaction product. The product is: [CH2:1]([C:3]1[CH:8]=[C:7]([CH3:9])[CH:6]=[C:5]([CH2:10][CH3:11])[C:4]=1[CH2:44][C:43]([O:46][CH2:47][CH3:48])=[O:45])[CH3:2].